This data is from Peptide-MHC class I binding affinity with 185,985 pairs from IEDB/IMGT. The task is: Regression. Given a peptide amino acid sequence and an MHC pseudo amino acid sequence, predict their binding affinity value. This is MHC class I binding data. (1) The peptide sequence is RLRQLPKKK. The MHC is HLA-A30:01 with pseudo-sequence HLA-A30:01. The binding affinity (normalized) is 0.941. (2) The peptide sequence is NSSYWRQGY. The MHC is HLA-A30:01 with pseudo-sequence HLA-A30:01. The binding affinity (normalized) is 0.357. (3) The peptide sequence is AMMWRIAQL. The MHC is HLA-B44:02 with pseudo-sequence HLA-B44:02. The binding affinity (normalized) is 0.0847. (4) The peptide sequence is IVQQQQQLL. The MHC is HLA-A02:02 with pseudo-sequence HLA-A02:02. The binding affinity (normalized) is 0.364. (5) The peptide sequence is ILGGVLHTK. The MHC is HLA-A11:01 with pseudo-sequence HLA-A11:01. The binding affinity (normalized) is 0.726. (6) The binding affinity (normalized) is 0.610. The MHC is HLA-A31:01 with pseudo-sequence HLA-A31:01. The peptide sequence is KSFNHVLKRK.